From a dataset of NCI-60 drug combinations with 297,098 pairs across 59 cell lines. Regression. Given two drug SMILES strings and cell line genomic features, predict the synergy score measuring deviation from expected non-interaction effect. Drug 1: CN(C)N=NC1=C(NC=N1)C(=O)N. Drug 2: C1=CC=C(C(=C1)C(C2=CC=C(C=C2)Cl)C(Cl)Cl)Cl. Cell line: NCI-H226. Synergy scores: CSS=-1.75, Synergy_ZIP=0.430, Synergy_Bliss=0.231, Synergy_Loewe=-1.89, Synergy_HSA=-1.87.